This data is from Full USPTO retrosynthesis dataset with 1.9M reactions from patents (1976-2016). The task is: Predict the reactants needed to synthesize the given product. Given the product [F:37][C:36]1[CH:35]=[CH:34][CH:33]=[C:32]([F:38])[C:31]=1[CH2:30][N:13]1[C:14]2=[N:15][C:16]([CH3:20])=[CH:17][CH:18]=[C:19]2[C:11]([C:7]2[N:8]=[N:9][C:10]3[C:2]([CH3:22])([CH3:1])[C:3](=[O:21])[NH:4][C:5]=3[N:6]=2)=[N:12]1, predict the reactants needed to synthesize it. The reactants are: [CH3:1][C:2]1([CH3:22])[C:10]2[N:9]=[N:8][C:7]([C:11]3[C:19]4[C:14](=[N:15][C:16]([CH3:20])=[CH:17][CH:18]=4)[NH:13][N:12]=3)=[N:6][C:5]=2[NH:4][C:3]1=[O:21].C(=O)([O-])[O-].[Cs+].[Cs+].Br[CH2:30][C:31]1[C:36]([F:37])=[CH:35][CH:34]=[CH:33][C:32]=1[F:38].O.